Regression. Given two drug SMILES strings and cell line genomic features, predict the synergy score measuring deviation from expected non-interaction effect. From a dataset of NCI-60 drug combinations with 297,098 pairs across 59 cell lines. (1) Drug 1: CC1=C(C=C(C=C1)NC2=NC=CC(=N2)N(C)C3=CC4=NN(C(=C4C=C3)C)C)S(=O)(=O)N.Cl. Cell line: HS 578T. Synergy scores: CSS=14.1, Synergy_ZIP=5.63, Synergy_Bliss=9.59, Synergy_Loewe=6.70, Synergy_HSA=6.31. Drug 2: CC12CCC3C(C1CCC2OP(=O)(O)O)CCC4=C3C=CC(=C4)OC(=O)N(CCCl)CCCl.[Na+]. (2) Drug 1: C1CN1C2=NC(=NC(=N2)N3CC3)N4CC4. Drug 2: C(=O)(N)NO. Cell line: A498. Synergy scores: CSS=27.6, Synergy_ZIP=-9.42, Synergy_Bliss=-7.35, Synergy_Loewe=-34.3, Synergy_HSA=-4.61. (3) Drug 2: C1=CN(C(=O)N=C1N)C2C(C(C(O2)CO)O)O.Cl. Drug 1: C1=C(C(=O)NC(=O)N1)N(CCCl)CCCl. Cell line: MALME-3M. Synergy scores: CSS=39.0, Synergy_ZIP=-13.7, Synergy_Bliss=-5.04, Synergy_Loewe=-30.3, Synergy_HSA=-0.974. (4) Drug 1: CN1C(=O)N2C=NC(=C2N=N1)C(=O)N. Cell line: M14. Synergy scores: CSS=17.5, Synergy_ZIP=1.65, Synergy_Bliss=3.25, Synergy_Loewe=-15.8, Synergy_HSA=-1.34. Drug 2: C1CN1C2=NC(=NC(=N2)N3CC3)N4CC4. (5) Drug 1: C1=NC(=NC(=O)N1C2C(C(C(O2)CO)O)O)N. Drug 2: C1=NC2=C(N1)C(=S)N=CN2. Cell line: SR. Synergy scores: CSS=78.9, Synergy_ZIP=-0.783, Synergy_Bliss=-0.939, Synergy_Loewe=0.609, Synergy_HSA=3.78. (6) Drug 1: CC1=C2C(C(=O)C3(C(CC4C(C3C(C(C2(C)C)(CC1OC(=O)C(C(C5=CC=CC=C5)NC(=O)OC(C)(C)C)O)O)OC(=O)C6=CC=CC=C6)(CO4)OC(=O)C)O)C)O. Drug 2: C1=CC=C(C=C1)NC(=O)CCCCCCC(=O)NO. Cell line: MCF7. Synergy scores: CSS=8.06, Synergy_ZIP=-7.55, Synergy_Bliss=-0.534, Synergy_Loewe=1.67, Synergy_HSA=2.06.